This data is from Peptide-MHC class I binding affinity with 185,985 pairs from IEDB/IMGT. The task is: Regression. Given a peptide amino acid sequence and an MHC pseudo amino acid sequence, predict their binding affinity value. This is MHC class I binding data. The peptide sequence is LEGAGELI. The MHC is H-2-Kk with pseudo-sequence H-2-Kk. The binding affinity (normalized) is 0.575.